From a dataset of Catalyst prediction with 721,799 reactions and 888 catalyst types from USPTO. Predict which catalyst facilitates the given reaction. Reactant: [H-].[Na+].[Cl:3][C:4]1[CH:9]=[CH:8][CH:7]=[C:6]([Cl:10])[C:5]=1[C:11]1[C:15]([CH2:16][O:17][C:18]2[CH:19]=[C:20]3[C:24](=[CH:25][CH:26]=2)[NH:23][CH:22]=[CH:21]3)=[C:14]([CH:27]([CH3:29])[CH3:28])[O:13][N:12]=1.Br[CH2:31][C:32]1[CH:41]=[CH:40][C:35]([C:36]([O:38][CH3:39])=[O:37])=[CH:34][CH:33]=1.C(OCC)(=O)C. Product: [Cl:3][C:4]1[CH:9]=[CH:8][CH:7]=[C:6]([Cl:10])[C:5]=1[C:11]1[C:15]([CH2:16][O:17][C:18]2[CH:19]=[C:20]3[C:24](=[CH:25][CH:26]=2)[N:23]([CH2:31][C:32]2[CH:41]=[CH:40][C:35]([C:36]([O:38][CH3:39])=[O:37])=[CH:34][CH:33]=2)[CH:22]=[CH:21]3)=[C:14]([CH:27]([CH3:29])[CH3:28])[O:13][N:12]=1. The catalyst class is: 35.